This data is from Reaction yield outcomes from USPTO patents with 853,638 reactions. The task is: Predict the reaction yield, written as a fraction of the theoretical maximum amount of product (1.0 means a 100% yield; for example, 0.34 means a 34% yield). (1) The reactants are N[C:2]1[N:7]2[C:8]([CH2:15][CH:16]3[CH2:21][CH2:20][C:19]([F:23])([F:22])[CH2:18][CH2:17]3)=[C:9]([C:11]([F:14])([F:13])[F:12])[N:10]=[C:6]2[CH:5]=[C:4]([C:24]([O:26][CH3:27])=[O:25])[CH:3]=1.[ClH:28].N([O-])=O.[Na+].C(=O)([O-])O.[Na+]. The catalyst is C(#N)C.[Cu]Cl. The product is [Cl:28][C:2]1[N:7]2[C:8]([CH2:15][CH:16]3[CH2:21][CH2:20][C:19]([F:23])([F:22])[CH2:18][CH2:17]3)=[C:9]([C:11]([F:14])([F:13])[F:12])[N:10]=[C:6]2[CH:5]=[C:4]([C:24]([O:26][CH3:27])=[O:25])[CH:3]=1. The yield is 0.400. (2) The reactants are [N:1]([C@H:4]([C:15]1[N:16]=[C:17]([C:20]2[CH:25]=[CH:24][CH:23]=[CH:22][CH:21]=2)[S:18][CH:19]=1)[CH2:5][C:6]1[CH:11]=[CH:10][C:9]([N+:12]([O-:14])=[O:13])=[CH:8][CH:7]=1)=[C:2]=[S:3].[C:26]([NH:29][NH2:30])(=O)[CH3:27]. The catalyst is CCO. The product is [CH3:27][C:26]1[S:3][C:2]([NH:1][C@H:4]([C:15]2[N:16]=[C:17]([C:20]3[CH:21]=[CH:22][CH:23]=[CH:24][CH:25]=3)[S:18][CH:19]=2)[CH2:5][C:6]2[CH:11]=[CH:10][C:9]([N+:12]([O-:14])=[O:13])=[CH:8][CH:7]=2)=[N:30][N:29]=1. The yield is 0.930. (3) The reactants are Br[C:2]1[C:3]2[CH2:12][CH2:11][CH2:10][C:4]=2[C:5](=[O:9])[N:6]([CH3:8])[CH:7]=1.[CH:13]1([CH2:16][O:17][C:18]2[CH:23]=[CH:22][C:21]([S:24]([CH3:27])(=[O:26])=[O:25])=[CH:20][C:19]=2B2OC(C)(C)C(C)(C)O2)[CH2:15][CH2:14]1.C([O-])([O-])=O.[K+].[K+].CC(=O)OCC. The catalyst is O1CCOCC1.O.C1C=CC(P(C2C=CC=CC=2)[C-]2C=CC=C2)=CC=1.C1C=CC(P(C2C=CC=CC=2)[C-]2C=CC=C2)=CC=1.Cl[Pd]Cl.[Fe+2].C(Cl)Cl.CO. The product is [CH:13]1([CH2:16][O:17][C:18]2[CH:23]=[CH:22][C:21]([S:24]([CH3:27])(=[O:26])=[O:25])=[CH:20][C:19]=2[C:2]2[C:3]3[CH2:12][CH2:11][CH2:10][C:4]=3[C:5](=[O:9])[N:6]([CH3:8])[CH:7]=2)[CH2:14][CH2:15]1. The yield is 0.480. (4) The reactants are [Br:1][C:2]1[CH:10]=[C:9](/[CH:11]=[CH:12]/[CH:13]([C:18]2[CH:23]=[C:22]([Cl:24])[C:21]([Cl:25])=[C:20]([Cl:26])[CH:19]=2)[C:14]([F:17])([F:16])[F:15])[CH:8]=[CH:7][C:3]=1[C:4](O)=[O:5].ClCCCl.CCN=C=NCCCN(C)C.Cl.Cl.[F:44][C:45]([F:53])([F:52])[CH2:46][NH:47][C:48]([NH:50][NH2:51])=[O:49]. The catalyst is CN(C1C=CN=CC=1)C.C(Cl)Cl. The product is [Br:1][C:2]1[CH:10]=[C:9](/[CH:11]=[CH:12]/[CH:13]([C:18]2[CH:19]=[C:20]([Cl:26])[C:21]([Cl:25])=[C:22]([Cl:24])[CH:23]=2)[C:14]([F:17])([F:16])[F:15])[CH:8]=[CH:7][C:3]=1[C:4]([NH:51][NH:50][C:48]([NH:47][CH2:46][C:45]([F:53])([F:52])[F:44])=[O:49])=[O:5]. The yield is 0.260.